The task is: Predict the reactants needed to synthesize the given product.. This data is from Full USPTO retrosynthesis dataset with 1.9M reactions from patents (1976-2016). (1) Given the product [OH:4][CH2:3][CH2:2][NH:1][C:28](=[O:29])[C:27]1[CH:31]=[CH:32][C:24]([N:21]2[CH2:22][CH2:23][C@H:19]([NH:18][C@@H:16]([C:6]3[C:15]4[C:10](=[CH:11][CH:12]=[CH:13][CH:14]=4)[CH:9]=[CH:8][CH:7]=3)[CH3:17])[CH2:20]2)=[CH:25][CH:26]=1, predict the reactants needed to synthesize it. The reactants are: [NH2:1][CH2:2][CH2:3][OH:4].Cl.[C:6]1([C@H:16]([NH:18][C@H:19]2[CH2:23][CH2:22][N:21]([C:24]3[CH:32]=[CH:31][C:27]([C:28](O)=[O:29])=[CH:26][CH:25]=3)[CH2:20]2)[CH3:17])[C:15]2[C:10](=[CH:11][CH:12]=[CH:13][CH:14]=2)[CH:9]=[CH:8][CH:7]=1.ON1C2C=CC=CC=2N=N1.CCN=C=NCCCN(C)C.Cl. (2) Given the product [Cl:1][C:2]1[CH:3]=[CH:4][C:5]([C:8]2[C:14]3[C:15]([CH3:20])=[C:16]([C:18]([OH:31])=[O:19])[S:17][C:13]=3[N:12]3[C:21]([CH3:24])=[N:22][N:23]=[C:11]3[C@H:10]([CH2:25][C:26]([O:28][CH3:29])=[O:27])[N:9]=2)=[CH:6][CH:7]=1, predict the reactants needed to synthesize it. The reactants are: [Cl:1][C:2]1[CH:7]=[CH:6][C:5]([C:8]2[C:14]3[C:15]([CH3:20])=[C:16]([CH:18]=[O:19])[S:17][C:13]=3[N:12]3[C:21]([CH3:24])=[N:22][N:23]=[C:11]3[C@H:10]([CH2:25][C:26]([O:28][CH3:29])=[O:27])[N:9]=2)=[CH:4][CH:3]=1.P([O-])(O)(O)=[O:31].[Na+].OO.Cl([O-])=O.[Na+].S([O-])([O-])=O.[Na+].[Na+]. (3) Given the product [CH2:17]([O:19][C:20](=[O:30])[CH2:21][O:22][C:23]1[CH:28]=[CH:27][CH:26]=[C:25]([NH:29][C:14]([C:12]2[CH:11]=[CH:10][CH:9]=[C:8]([C:4]3[CH:5]=[CH:6][CH:7]=[C:2]([Cl:1])[CH:3]=3)[N:13]=2)=[O:16])[CH:24]=1)[CH3:18], predict the reactants needed to synthesize it. The reactants are: [Cl:1][C:2]1[CH:3]=[C:4]([C:8]2[N:13]=[C:12]([C:14]([OH:16])=O)[CH:11]=[CH:10][CH:9]=2)[CH:5]=[CH:6][CH:7]=1.[CH2:17]([O:19][C:20](=[O:30])[CH2:21][O:22][C:23]1[CH:28]=[CH:27][CH:26]=[C:25]([NH2:29])[CH:24]=1)[CH3:18]. (4) Given the product [Cl:33][C:25]1[CH:24]=[C:23]([NH:22][C:15](=[O:17])[CH:14]([N:11]2[CH:12]=[CH:13][C:8]([C:6]3[CH:7]=[C:2]([Cl:1])[CH:3]=[CH:4][C:5]=3[C:20]#[N:21])=[CH:9][C:10]2=[O:19])[CH3:18])[CH:32]=[CH:31][C:26]=1[C:27]([O:29][CH3:30])=[O:28], predict the reactants needed to synthesize it. The reactants are: [Cl:1][C:2]1[CH:3]=[CH:4][C:5]([C:20]#[N:21])=[C:6]([C:8]2[CH:13]=[CH:12][N:11]([CH:14]([CH3:18])[C:15]([OH:17])=O)[C:10](=[O:19])[CH:9]=2)[CH:7]=1.[NH2:22][C:23]1[CH:32]=[CH:31][C:26]([C:27]([O:29][CH3:30])=[O:28])=[C:25]([Cl:33])[CH:24]=1.